Task: Predict the reaction yield, written as a fraction of the theoretical maximum amount of product (1.0 means a 100% yield; for example, 0.34 means a 34% yield).. Dataset: Reaction yield outcomes from USPTO patents with 853,638 reactions (1) The reactants are [CH3:1][C:2]1([CH3:8])[CH2:7][NH:6][CH2:5][CH2:4][NH:3]1.C(N(CC)CC)C.[CH3:16][S:17](Cl)(=[O:19])=[O:18]. The yield is 0.610. The product is [CH3:16][S:17]([N:6]1[CH2:5][CH2:4][NH:3][C:2]([CH3:8])([CH3:1])[CH2:7]1)(=[O:19])=[O:18]. The catalyst is ClCCl. (2) The reactants are ClC1C([N+]([O-])=O)=C(Cl)C=CC=1C([O-])=O.[Na+].[Cl:16][C:17]1[CH:25]=[C:24]([Cl:26])[C:23]([N+:27]([O-:29])=[O:28])=[CH:22][C:18]=1[C:19]([O-:21])=[O:20].[Na+].Cl. The catalyst is O. The product is [Cl:16][C:17]1[CH:25]=[C:24]([Cl:26])[C:23]([N+:27]([O-:29])=[O:28])=[CH:22][C:18]=1[C:19]([OH:21])=[O:20]. The yield is 0.720. (3) The reactants are [Cl:1][CH2:2][CH2:3][CH2:4][S:5]([N:8]1[CH2:13][CH2:12][CH:11]([C:14]2[C:22]3[C:17](=[C:18]([C:29]([NH2:31])=[O:30])[CH:19]=[C:20](C4C=CC=CC=4)[CH:21]=3)[NH:16][CH:15]=2)[CH2:10][CH2:9]1)(=[O:7])=[O:6].[Br:32]C1C=C2C(=C(C(N)=O)C=1)NC=C2C1CCNCC1.C(N(CC)CC)C.ClCCCS(Cl)(=O)=O. No catalyst specified. The product is [Br:32][C:20]1[CH:21]=[C:22]2[C:17](=[C:18]([C:29]([NH2:31])=[O:30])[CH:19]=1)[NH:16][CH:15]=[C:14]2[CH:11]1[CH2:12][CH2:13][N:8]([S:5]([CH2:4][CH2:3][CH2:2][Cl:1])(=[O:7])=[O:6])[CH2:9][CH2:10]1. The yield is 0.520. (4) The catalyst is C(O)(C)(C)C.O. The product is [C:12]([O:11][C:9]([N:1]1[CH2:6][CH2:5][NH:4][CH2:3][CH2:2]1)=[O:10])([CH3:15])([CH3:14])[CH3:13]. The reactants are [NH:1]1[CH2:6][CH2:5][NH:4][CH2:3][CH2:2]1.[OH-].[Na+].[C:9](O[C:9]([O:11][C:12]([CH3:15])([CH3:14])[CH3:13])=[O:10])([O:11][C:12]([CH3:15])([CH3:14])[CH3:13])=[O:10]. The yield is 0.865. (5) The reactants are [CH2:1]([O:3][C:4]1[CH:13]=[CH:12][C:11]2[C:6](=[CH:7][CH:8]=[CH:9][CH:10]=2)[C:5]=1[C:14](=[O:16])[CH3:15])[CH3:2].[Br-:17].[Br-:18].[Br-].C1([N+](C)(C)C)C=CC=CC=1.C1([N+](C)(C)C)C=CC=CC=1.C1([N+](C)(C)C)C=CC=CC=1. The catalyst is O1CCCC1. The product is [Br:17][CH:15]([Br:18])[C:14]([C:5]1[C:6]2[C:11](=[CH:10][CH:9]=[CH:8][CH:7]=2)[CH:12]=[CH:13][C:4]=1[O:3][CH2:1][CH3:2])=[O:16]. The yield is 0.350. (6) The reactants are [CH:1]([O:4][C:5]1[C:12]([O:13][CH:14]([CH3:16])[CH3:15])=[C:11]([O:17][CH3:18])[CH:10]=[CH:9][C:6]=1[CH:7]=[O:8])([CH3:3])[CH3:2].[CH3:19][Li]. The catalyst is C(OCC)C. The product is [CH:1]([O:4][C:5]1[C:12]([O:13][CH:14]([CH3:16])[CH3:15])=[C:11]([O:17][CH3:18])[CH:10]=[CH:9][C:6]=1[CH:7]([OH:8])[CH3:19])([CH3:3])[CH3:2]. The yield is 0.840. (7) The reactants are [CH2:1]([O:3][C:4]([CH:6]1[CH2:15][CH:14]([C:16]2[CH:21]=[CH:20][C:19]([Cl:22])=[C:18]([Cl:23])[CH:17]=2)[C:13]2[C:8](=[CH:9][CH:10]=[CH:11][CH:12]=2)[C:7]1=O)=[O:5])[CH3:2].[SiH](CC)(CC)CC. The catalyst is C(O)(C(F)(F)F)=O. The product is [CH2:1]([O:3][C:4]([CH:6]1[CH2:15][CH:14]([C:16]2[CH:21]=[CH:20][C:19]([Cl:22])=[C:18]([Cl:23])[CH:17]=2)[C:13]2[C:8](=[CH:9][CH:10]=[CH:11][CH:12]=2)[CH2:7]1)=[O:5])[CH3:2]. The yield is 0.970. (8) The reactants are [Cl:1][C:2]1[N:7]=[CH:6][C:5]2[CH:8]=[CH:9][NH:10][C:4]=2[CH:3]=1.[CH2:11]([O:13][C:14](=[O:20])[C:15]([CH3:19])([CH3:18])[CH2:16]Br)[CH3:12].C([O-])([O-])=O.[Cs+].[Cs+]. The catalyst is CN(C=O)C. The product is [CH2:11]([O:13][C:14](=[O:20])[C:15]([CH3:19])([CH3:18])[CH2:16][N:10]1[C:4]2[CH:3]=[C:2]([Cl:1])[N:7]=[CH:6][C:5]=2[CH:8]=[CH:9]1)[CH3:12]. The yield is 0.220. (9) The reactants are Cl.[CH3:2][C:3]1[C:7]([CH2:8][N:9]2[CH:13]=[C:12]([NH2:14])[CH:11]=[N:10]2)=[C:6]([CH3:15])[O:5][N:4]=1.[C:16]1([C@H:22]([CH3:26])[C:23](O)=[O:24])[CH:21]=[CH:20][CH:19]=[CH:18][CH:17]=1.C1CN([P+](ON2N=NC3C=CC=CC2=3)(N2CCCC2)N2CCCC2)CC1.F[P-](F)(F)(F)(F)F.C(N(CC)CC)C. The catalyst is C(OCC)(=O)C.CN(C=O)C. The product is [CH3:2][C:3]1[C:7]([CH2:8][N:9]2[CH:13]=[C:12]([NH:14][C:23](=[O:24])[C@H:22]([C:16]3[CH:21]=[CH:20][CH:19]=[CH:18][CH:17]=3)[CH3:26])[CH:11]=[N:10]2)=[C:6]([CH3:15])[O:5][N:4]=1. The yield is 0.600. (10) The reactants are C([N-]C(C)C)(C)C.[Li+].[CH2:9]([O:11][C:12](=[O:23])[CH2:13][C:14]1[CH:19]=[CH:18][C:17]([N+:20]([O-:22])=[O:21])=[CH:16][CH:15]=1)[CH3:10].I[CH2:25][CH:26]1[CH2:30][CH2:29][CH2:28][CH2:27]1. The catalyst is O1CCCC1.CN(C)P(N(C)C)(N(C)C)=O.CN(C)P(N(C)C)(N(C)C)=O. The product is [CH2:9]([O:11][C:12](=[O:23])[CH:13]([C:14]1[CH:19]=[CH:18][C:17]([N+:20]([O-:22])=[O:21])=[CH:16][CH:15]=1)[CH2:25][CH:26]1[CH2:30][CH2:29][CH2:28][CH2:27]1)[CH3:10]. The yield is 0.772.